Predict the product of the given reaction. From a dataset of Forward reaction prediction with 1.9M reactions from USPTO patents (1976-2016). (1) Given the reactants C(O)(C(F)(F)F)=O.O.C(OC([NH:16][CH2:17][CH2:18][CH2:19][N:20]1[CH2:25][CH2:24][N:23]([C:26]2[CH:27]=[C:28]([CH2:66][O:67][C:68]3[C:97]([O:98][CH3:99])=[CH:96][C:71]4[C:72](=[O:95])[N:73]5[CH2:93][C:92](=[CH2:94])[CH2:91][C@H:74]5[C@H:75](OC5CCCCO5)[N:76](C(OC(C)(C)C)=O)[C:70]=4[CH:69]=3)[CH:29]=[C:30]([CH2:32][O:33][C:34]3[C:63]([O:64][CH3:65])=[CH:62][C:37]4[C:38](=[O:61])[N:39]5[CH2:59][C:58](=[CH2:60])[CH2:57][C@H:40]5[C@H:41](OC5CCCCO5)[N:42](C(OC(C)(C)C)=O)[C:36]=4[CH:35]=3)[CH:31]=2)[CH2:22][CH2:21]1)=O)(C)(C)C, predict the reaction product. The product is: [NH2:16][CH2:17][CH2:18][CH2:19][N:20]1[CH2:21][CH2:22][N:23]([C:26]2[CH:31]=[C:30]([CH2:32][O:33][C:34]3[C:63]([O:64][CH3:65])=[CH:62][C:37]4[C:38](=[O:61])[N:39]5[CH2:59][C:58](=[CH2:60])[CH2:57][C@H:40]5[CH:41]=[N:42][C:36]=4[CH:35]=3)[CH:29]=[C:28]([CH2:66][O:67][C:68]3[C:97]([O:98][CH3:99])=[CH:96][C:71]4[C:72](=[O:95])[N:73]5[CH2:93][C:92](=[CH2:94])[CH2:91][C@H:74]5[CH:75]=[N:76][C:70]=4[CH:69]=3)[CH:27]=2)[CH2:24][CH2:25]1. (2) Given the reactants [S:1]1[CH:5]=[CH:4][CH:3]=[C:2]1[C:6]([OH:8])=O.C(N1C=CN=C1)(N1C=CN=C1)=O.CN(C=O)C.[NH2:26][C:27]1[CH:32]=[CH:31][C:30]([C:33]2[CH:34]([CH3:40])[CH2:35][C:36](=[O:39])[NH:37][N:38]=2)=[CH:29][C:28]=1O, predict the reaction product. The product is: [CH3:40][CH:34]1[C:33]([C:30]2[CH:31]=[CH:32][C:27]3[N:26]=[C:6]([C:2]4[S:1][CH:5]=[CH:4][CH:3]=4)[O:8][C:28]=3[CH:29]=2)=[N:38][NH:37][C:36](=[O:39])[CH2:35]1. (3) Given the reactants [CH2:1]([N:3]([CH3:22])[C:4]1[CH:21]=[CH:20][C:7]2[CH2:8][N:9](C(OC(C)(C)C)=O)[CH2:10][CH2:11][O:12][C:6]=2[CH:5]=1)[CH3:2].C(OCC)(=O)C.[ClH:29], predict the reaction product. The product is: [ClH:29].[ClH:29].[CH2:1]([N:3]([CH3:22])[C:4]1[CH:21]=[CH:20][C:7]2[CH2:8][NH:9][CH2:10][CH2:11][O:12][C:6]=2[CH:5]=1)[CH3:2].